Dataset: Forward reaction prediction with 1.9M reactions from USPTO patents (1976-2016). Task: Predict the product of the given reaction. Given the reactants CN(C(ON1N=NC2C=CC=NC1=2)=[N+](C)C)C.F[P-](F)(F)(F)(F)F.C(N(CC)C(C)C)(C)C.[CH2:34]([O:41][C:42]([NH:44][CH2:45][CH2:46][CH2:47][C@@H:48]([C:57]([OH:59])=O)[NH:49][C:50]([O:52][C:53]([CH3:56])([CH3:55])[CH3:54])=[O:51])=[O:43])[C:35]1[CH:40]=[CH:39][CH:38]=[CH:37][CH:36]=1.[NH2:60][CH2:61][CH:62]([OH:65])[CH2:63][OH:64], predict the reaction product. The product is: [CH2:34]([O:41][C:42](=[O:43])[NH:44][CH2:45][CH2:46][CH2:47][C@H:48]([NH:49][C:50]([O:52][C:53]([CH3:54])([CH3:55])[CH3:56])=[O:51])[C:57]([NH:60][CH2:61][CH:62]([OH:65])[CH2:63][OH:64])=[O:59])[C:35]1[CH:36]=[CH:37][CH:38]=[CH:39][CH:40]=1.